Dataset: NCI-60 drug combinations with 297,098 pairs across 59 cell lines. Task: Regression. Given two drug SMILES strings and cell line genomic features, predict the synergy score measuring deviation from expected non-interaction effect. Drug 1: C1=CC=C(C=C1)NC(=O)CCCCCCC(=O)NO. Drug 2: CNC(=O)C1=NC=CC(=C1)OC2=CC=C(C=C2)NC(=O)NC3=CC(=C(C=C3)Cl)C(F)(F)F. Cell line: HCC-2998. Synergy scores: CSS=4.20, Synergy_ZIP=-4.53, Synergy_Bliss=-4.13, Synergy_Loewe=-10.5, Synergy_HSA=-8.31.